From a dataset of Full USPTO retrosynthesis dataset with 1.9M reactions from patents (1976-2016). Predict the reactants needed to synthesize the given product. (1) Given the product [F:1][C:2]1[C:7]([F:8])=[CH:6][C:5]([C:9]2[CH:10]=[CH:11][C:12]([O:15][CH2:16][C:17]3[CH:18]=[CH:19][C:20]4[O:24][N:23]=[C:22]([N:25]([CH2:30][C:31]([OH:33])=[O:32])[CH2:26][CH3:27])[C:21]=4[CH:34]=3)=[CH:13][CH:14]=2)=[C:4]([O:35][CH3:36])[CH:3]=1, predict the reactants needed to synthesize it. The reactants are: [F:1][C:2]1[C:7]([F:8])=[CH:6][C:5]([C:9]2[CH:14]=[CH:13][C:12]([O:15][CH2:16][C:17]3[CH:18]=[CH:19][C:20]4[O:24][N:23]=[C:22]([N:25]([CH2:30][C:31]([OH:33])=[O:32])[CH2:26][CH2:27]OC)[C:21]=4[CH:34]=3)=[CH:11][CH:10]=2)=[C:4]([O:35][CH3:36])[CH:3]=1.C(OC(=O)CN(C1C2C=C(COC3C=CC(C4C=C(F)C(F)=CC=4OC)=CC=3)C=CC=2ON=1)CC)C. (2) Given the product [Cl:1][C:2]1[CH:7]=[CH:6][N:5]=[C:4]([C:8]([Cl:13])=[O:10])[CH:3]=1, predict the reactants needed to synthesize it. The reactants are: [Cl:1][C:2]1[CH:7]=[CH:6][N:5]=[C:4]([C:8]([OH:10])=O)[CH:3]=1.S(Cl)([Cl:13])=O. (3) Given the product [CH2:15]([O:12][CH2:11][C:3]1[CH:4]=[C:5]([CH:6]=[CH:7][C:2]=1[Br:1])[N:8]([CH3:9])[CH3:10])[C:16]1[CH:21]=[CH:20][CH:19]=[CH:18][CH:17]=1, predict the reactants needed to synthesize it. The reactants are: [Br:1][C:2]1[CH:7]=[CH:6][C:5]([N:8]([CH3:10])[CH3:9])=[CH:4][C:3]=1[CH2:11][OH:12].[H-].[Na+].[CH2:15](Br)[C:16]1[CH:21]=[CH:20][CH:19]=[CH:18][CH:17]=1. (4) Given the product [CH2:14]([N:3]([CH2:1][CH3:2])[C:4]([C:6]1[CH2:11][CH:10]([CH3:12])[CH2:9][CH:8]([Br:16])[C:7]=1[OH:13])=[O:5])[CH3:15], predict the reactants needed to synthesize it. The reactants are: [CH2:1]([N:3]([CH2:14][CH3:15])[C:4]([CH:6]1[CH2:11][CH:10]([CH3:12])[CH2:9][CH2:8][C:7]1=[O:13])=[O:5])[CH3:2].[Br:16]Br.